This data is from Forward reaction prediction with 1.9M reactions from USPTO patents (1976-2016). The task is: Predict the product of the given reaction. (1) Given the reactants [CH3:1][CH:2]1[NH:6][C:5](=[O:7])[CH2:4][CH2:3]1.[H-].[Na+].[CH2:10](Br)[C:11]1[CH:16]=[CH:15][CH:14]=[CH:13][CH:12]=1.[O-][Mn](=O)(=O)=O.[K+], predict the reaction product. The product is: [CH2:10]([N:6]1[CH:2]([CH3:1])[CH2:3][CH2:4][C:5]1=[O:7])[C:11]1[CH:16]=[CH:15][CH:14]=[CH:13][CH:12]=1. (2) Given the reactants [C:1]1([CH2:7][O:8][C:9](=[O:39])[N:10]([C@H:19]([C:21]2[N:30](COCC[Si](C)(C)C)[C:24]3=[N:25][CH:26]=[C:27](Br)[CH:28]=[C:23]3[N:22]=2)[CH3:20])COCC[Si](C)(C)C)[CH:6]=[CH:5][CH:4]=[CH:3][CH:2]=1.[CH3:40][C:41]1([CH3:65])[CH2:50][CH2:49][C:48]2[N:47]=[CH:46][N:45]=[C:44]([N:51]3[CH2:57][C:56]4[CH:58]=[C:59](B(O)O)[CH:60]=[CH:61][C:55]=4[O:54][CH2:53][CH2:52]3)[C:43]=2[CH2:42]1, predict the reaction product. The product is: [C:1]1([CH2:7][O:8][C:9](=[O:39])[NH:10][C@H:19]([C:21]2[NH:22][C:23]3[C:24]([N:30]=2)=[N:25][CH:26]=[C:27]([C:59]2[CH:60]=[CH:61][C:55]4[O:54][CH2:53][CH2:52][N:51]([C:44]5[C:43]6[CH2:42][C:41]([CH3:40])([CH3:65])[CH2:50][CH2:49][C:48]=6[N:47]=[CH:46][N:45]=5)[CH2:57][C:56]=4[CH:58]=2)[CH:28]=3)[CH3:20])[CH:2]=[CH:3][CH:4]=[CH:5][CH:6]=1. (3) Given the reactants [OH:1][NH:2][C:3]([C:5]1[CH:10]=[CH:9][CH:8]=[C:7]([S:11](=[O:14])(=[O:13])[NH2:12])[CH:6]=1)=[NH:4].C[O-].[Na+].[Cl:18][C:19]1[CH:37]=[CH:36][C:22]([O:23][CH2:24][C:25]2[N:29]([CH3:30])[N:28]=[CH:27][C:26]=2[C:31](OCC)=O)=[CH:21][CH:20]=1, predict the reaction product. The product is: [Cl:18][C:19]1[CH:37]=[CH:36][C:22]([O:23][CH2:24][C:25]2[N:29]([CH3:30])[N:28]=[CH:27][C:26]=2[C:31]2[O:1][N:2]=[C:3]([C:5]3[CH:6]=[C:7]([S:11]([NH2:12])(=[O:13])=[O:14])[CH:8]=[CH:9][CH:10]=3)[N:4]=2)=[CH:21][CH:20]=1. (4) Given the reactants [NH2:1][C@:2]1(C)[CH2:6][C@H:5](O)[CH:4]=[CH:3]1.[OH-].[Na+].[C:11]([O-:14])(O)=O.[Na+].[CH3:28][C:27]([O:26][C:24](O[C:24]([O:26][C:27]([CH3:30])([CH3:29])[CH3:28])=[O:25])=[O:25])([CH3:30])[CH3:29], predict the reaction product. The product is: [C:24]([NH:1][C@@H:2]1[CH2:6][C@H:5]([CH2:11][OH:14])[CH:4]=[CH:3]1)([O:26][C:27]([CH3:28])([CH3:29])[CH3:30])=[O:25].